Task: Predict the reaction yield, written as a fraction of the theoretical maximum amount of product (1.0 means a 100% yield; for example, 0.34 means a 34% yield).. Dataset: Reaction yield outcomes from USPTO patents with 853,638 reactions (1) The reactants are [Cl:1][C:2]1[CH:3]=[C:4]([N:9]2[CH2:14][CH2:13][NH:12][CH2:11][CH2:10]2)[CH:5]=[CH:6][C:7]=1[Cl:8].N1C(C)=CC=CC=1C.[I-].[K+].Br[CH2:26][CH2:27][CH:28]=[C:29]1[C:35]2[CH:36]=[CH:37][CH:38]=[N:39][C:34]=2[CH2:33][O:32][C:31]2[CH:40]=[CH:41][C:42]([C:44]([OH:47])([CH3:46])[CH3:45])=[CH:43][C:30]1=2. The catalyst is C(O)(C)C. The product is [Cl:1][C:2]1[CH:3]=[C:4]([N:9]2[CH2:14][CH2:13][N:12]([CH2:26][CH2:27][CH:28]=[C:29]3[C:35]4[CH:36]=[CH:37][CH:38]=[N:39][C:34]=4[CH2:33][O:32][C:31]4[CH:40]=[CH:41][C:42]([C:44]([OH:47])([CH3:46])[CH3:45])=[CH:43][C:30]3=4)[CH2:11][CH2:10]2)[CH:5]=[CH:6][C:7]=1[Cl:8]. The yield is 0.690. (2) The reactants are [N:1]([CH:4]([O:16][CH2:17][CH2:18][O:19][CH2:20][C:21]([O:23][CH2:24][CH3:25])=[O:22])[CH2:5][O:6][C:7]1[CH:8]=[C:9]([CH:13]=[CH:14][CH:15]=1)[C:10]([OH:12])=O)=[N+:2]=[N-:3].[C:26](NCCN)([O:28][C:29]([CH3:32])([CH3:31])[CH3:30])=[O:27].C1C[N:40]([P+](ON2N=NC3C=CC=CC2=3)(N2CCCC2)N2CCCC2)[CH2:39][CH2:38]1.F[P-](F)(F)(F)(F)F.CCN(C(C)C)C(C)C. The catalyst is C(OCC)(=O)C. The product is [CH2:24]([O:23][C:21](=[O:22])[CH2:20][O:19][CH2:18][CH2:17][O:16][CH:4]([N:1]=[N+:2]=[N-:3])[CH2:5][O:6][C:7]1[CH:15]=[CH:14][CH:13]=[C:9]([C:10](=[O:12])[NH:40][CH2:39][CH2:38][C:26]([O:28][C:29]([CH3:30])([CH3:31])[CH3:32])=[O:27])[CH:8]=1)[CH3:25]. The yield is 0.860. (3) The reactants are [NH2:1][C@H:2]([C@@H:10]([OH:28])[CH2:11][C@@H:12]([NH:20][C:21]([O:23][C:24]([CH3:27])([CH3:26])[CH3:25])=[O:22])[CH2:13][C:14]1[CH:19]=[CH:18][CH:17]=[CH:16][CH:15]=1)[CH2:3][C:4]1[CH:9]=[CH:8][CH:7]=[CH:6][CH:5]=1.[N+](C1C=CC([O:38][C:39]([O:41][CH2:42][C:43]2[S:47][CH:46]=[N:45][CH:44]=2)=O)=CC=1)([O-])=O. The catalyst is CN(C=O)C. The product is [C:24]([O:23][C:21]([NH:20][C@@H:12]([CH2:13][C:14]1[CH:15]=[CH:16][CH:17]=[CH:18][CH:19]=1)[CH2:11][C@H:10]([OH:28])[C@@H:2]([NH:1][C:39]([O:41][CH2:42][C:43]1[S:47][CH:46]=[N:45][CH:44]=1)=[O:38])[CH2:3][C:4]1[CH:5]=[CH:6][CH:7]=[CH:8][CH:9]=1)=[O:22])([CH3:25])([CH3:27])[CH3:26]. The yield is 0.800. (4) The reactants are Br[C:2]1[N:3]=[C:4]2[CH:10]=[C:9]([CH3:11])[N:8]([CH2:12][O:13][CH2:14][CH2:15][Si:16]([CH3:19])([CH3:18])[CH3:17])[C:5]2=[N:6][CH:7]=1.[C:20](=[NH:33])([C:27]1[CH:32]=[CH:31][CH:30]=[CH:29][CH:28]=1)[C:21]1[CH:26]=[CH:25][CH:24]=[CH:23][CH:22]=1.C([O-])([O-])=O.[Cs+].[Cs+].C1C=CC(P(C2C(C3C(P(C4C=CC=CC=4)C4C=CC=CC=4)=CC=C4C=3C=CC=C4)=C3C(C=CC=C3)=CC=2)C2C=CC=CC=2)=CC=1. The catalyst is C1COCC1.CC([O-])=O.CC([O-])=O.[Pd+2]. The product is [C:20](=[N:33][C:2]1[N:3]=[C:4]2[CH:10]=[C:9]([CH3:11])[N:8]([CH2:12][O:13][CH2:14][CH2:15][Si:16]([CH3:19])([CH3:18])[CH3:17])[C:5]2=[N:6][CH:7]=1)([C:27]1[CH:28]=[CH:29][CH:30]=[CH:31][CH:32]=1)[C:21]1[CH:26]=[CH:25][CH:24]=[CH:23][CH:22]=1. The yield is 0.360. (5) The reactants are NC1(C2C=CC(C3C(=O)C4C(OC=3C3C=CC=CC=3)=C(C3C(C)=NN(C)C=3C)N=CC=4)=CC=2)CCC1.[N+:37]([C:39]1[CH:40]=[C:41]([C:45]2[N:46]=[CH:47][CH:48]=[C:49]3[C:54](=[O:55])[C:53]([C:56]4[CH:61]=[CH:60][C:59]([C:62]5([NH:66]C(=O)OC(C)(C)C)[CH2:65][CH2:64][CH2:63]5)=[CH:58][CH:57]=4)=[C:52]([C:74]4[CH:79]=[CH:78][CH:77]=[CH:76][CH:75]=4)[O:51][C:50]=23)[CH:42]=[CH:43][CH:44]=1)#[C-:38].Cl. The catalyst is O1CCOCC1. The product is [NH2:66][C:62]1([C:59]2[CH:58]=[CH:57][C:56]([C:53]3[C:54](=[O:55])[C:49]4[C:50]([O:51][C:52]=3[C:74]3[CH:75]=[CH:76][CH:77]=[CH:78][CH:79]=3)=[C:45]([C:41]3[CH:42]=[CH:43][CH:44]=[C:39]([N+:37]#[C-:38])[CH:40]=3)[N:46]=[CH:47][CH:48]=4)=[CH:61][CH:60]=2)[CH2:63][CH2:64][CH2:65]1. The yield is 0.150. (6) The reactants are [CH3:1][NH:2][C@@H:3]([C:15]([NH:17][C@H:18]([C:23]([N:25]([C@@H:27]([CH:36]([CH3:38])[CH3:37])/[CH:28]=[C:29](\[CH3:35])/[C:30]([O:32]CC)=[O:31])[CH3:26])=[O:24])[C:19]([CH3:22])([CH3:21])[CH3:20])=[O:16])[C:4]([CH3:14])([CH3:13])[C:5]1[CH:10]=[CH:9][C:8]([CH3:11])=[C:7]([CH3:12])[CH:6]=1.[OH-].[Li+]. The catalyst is O.CO. The product is [CH3:1][NH:2][C@@H:3]([C:15]([NH:17][C@H:18]([C:23]([N:25]([C@@H:27]([CH:36]([CH3:38])[CH3:37])/[CH:28]=[C:29](/[C:30]([OH:32])=[O:31])\[CH3:35])[CH3:26])=[O:24])[C:19]([CH3:21])([CH3:22])[CH3:20])=[O:16])[C:4]([CH3:14])([CH3:13])[C:5]1[CH:10]=[CH:9][C:8]([CH3:11])=[C:7]([CH3:12])[CH:6]=1. The yield is 1.00. (7) The reactants are [C:1]1([C:21]2[CH:26]=[CH:25][CH:24]=[CH:23][CH:22]=2)[CH:6]=[CH:5][C:4]([O:7][CH2:8][C:9]([NH:11][C:12]2[C:13]([C:17]([O:19]C)=[O:18])=[CH:14][S:15][CH:16]=2)=[O:10])=[CH:3][CH:2]=1.Cl.N1C=CC=CC=1.Cl. The catalyst is N1C=CC=CC=1. The product is [C:1]1([C:21]2[CH:26]=[CH:25][CH:24]=[CH:23][CH:22]=2)[CH:2]=[CH:3][C:4]([O:7][CH2:8][C:9]([NH:11][C:12]2[C:13]([C:17]([OH:19])=[O:18])=[CH:14][S:15][CH:16]=2)=[O:10])=[CH:5][CH:6]=1. The yield is 0.810.